This data is from Catalyst prediction with 721,799 reactions and 888 catalyst types from USPTO. The task is: Predict which catalyst facilitates the given reaction. (1) Reactant: [CH3:1][C:2]1(C)OC(=O)[C:5](=[C:9]([OH:30])[CH:10]2[CH2:15][N:14]([C:16]([O:18][C:19]([CH3:22])([CH3:21])[CH3:20])=[O:17])[CH2:13][CH2:12][N:11]2[C:23]([O:25][C:26]([CH3:29])([CH3:28])[CH3:27])=[O:24])[C:4](=[O:31])[O:3]1.[O-]CC.[Na+]. Product: [CH2:2]([O:3][C:4](=[O:31])[CH2:5][C:9]([CH:10]1[CH2:15][N:14]([C:16]([O:18][C:19]([CH3:22])([CH3:21])[CH3:20])=[O:17])[CH2:13][CH2:12][N:11]1[C:23]([O:25][C:26]([CH3:29])([CH3:28])[CH3:27])=[O:24])=[O:30])[CH3:1]. The catalyst class is: 8. (2) Reactant: [F:1][C:2]1[CH:10]=[CH:9][C:5]([C:6]([Cl:8])=[O:7])=[CH:4][CH:3]=1.[CH3:11][N:12]([CH3:26])[CH:13]1[CH2:18][CH2:17][C:16]([C:19]2[N:24]=[C:23]([NH2:25])[CH:22]=[CH:21][CH:20]=2)=[CH:15][CH2:14]1.C(N(CC)CC)C.O1CCOCC1. Product: [ClH:8].[CH3:11][N:12]([CH3:26])[CH:13]1[CH2:18][CH2:17][C:16]([C:19]2[N:24]=[C:23]([NH:25][C:6](=[O:7])[C:5]3[CH:9]=[CH:10][C:2]([F:1])=[CH:3][CH:4]=3)[CH:22]=[CH:21][CH:20]=2)=[CH:15][CH2:14]1. The catalyst class is: 2. (3) Reactant: [Cl:1][C:2]1[N:7]=[C:6](Cl)[C:5]([CH3:9])=[CH:4][N:3]=1.[NH:10]1[CH2:15][CH2:14][CH:13]([OH:16])[CH2:12][CH2:11]1.C([O-])([O-])=O.[Na+].[Na+]. Product: [Cl:1][C:2]1[N:7]=[C:6]([N:10]2[CH2:15][CH2:14][CH:13]([OH:16])[CH2:12][CH2:11]2)[C:5]([CH3:9])=[CH:4][N:3]=1. The catalyst class is: 14. (4) Reactant: [Cl:1][C:2]1[CH:9]=[C:8]([Cl:10])[CH:7]=[CH:6][C:3]=1[CH:4]=O.[CH3:11][C:12]([CH3:14])=[O:13].[OH-].[Na+]. Product: [Cl:1][C:2]1[CH:9]=[C:8]([Cl:10])[CH:7]=[CH:6][C:3]=1/[CH:4]=[CH:11]/[C:12](=[O:13])[CH3:14]. The catalyst class is: 6. (5) Reactant: C([N:8]1[CH2:13][CH2:12][CH:11]([N:14]2[CH:19]=[CH:18][C:17](=[O:20])[C:16]([C:21]3[N:25]([C:26]4[CH:31]=[CH:30][CH:29]=[CH:28][CH:27]=4)[N:24]=[CH:23][CH:22]=3)=[N:15]2)[CH2:10][CH2:9]1)C1C=CC=CC=1. The catalyst class is: 105. Product: [C:26]1([N:25]2[C:21]([C:16]3[C:17](=[O:20])[CH:18]=[CH:19][N:14]([CH:11]4[CH2:12][CH2:13][NH:8][CH2:9][CH2:10]4)[N:15]=3)=[CH:22][CH:23]=[N:24]2)[CH:27]=[CH:28][CH:29]=[CH:30][CH:31]=1. (6) Reactant: [Cl:1][C:2]1[CH:3]=[C:4]2[C:12](=[C:13]([N+:16]([O-:18])=[O:17])[C:14]=1F)[NH:11][C:10]1[CH:9]=[N:8][CH:7]=[CH:6][C:5]2=1.CN(C=O)C.[CH3:24][S-:25].[Na+]. Product: [Cl:1][C:2]1[CH:3]=[C:4]2[C:12](=[C:13]([N+:16]([O-:18])=[O:17])[C:14]=1[S:25][CH3:24])[NH:11][C:10]1[CH:9]=[N:8][CH:7]=[CH:6][C:5]2=1. The catalyst class is: 6. (7) Reactant: CO[CH2:3][C:4]1[C:9]([CH:10]2[CH2:12][CH2:11]2)=[CH:8][CH:7]=[CH:6][C:5]=1[N:13]1[C:17](=[O:18])[N:16]([CH3:19])[N:15]=[N:14]1.[BrH:20].C(O)(=O)C.[Cl-].[Na+]. Product: [Br:20][CH2:3][C:4]1[C:9]([CH:10]2[CH2:12][CH2:11]2)=[CH:8][CH:7]=[CH:6][C:5]=1[N:13]1[C:17](=[O:18])[N:16]([CH3:19])[N:15]=[N:14]1. The catalyst class is: 15. (8) Reactant: [CH2:1]([N:8]1[C:16]2[C:11](=[N:12][C:13]([Cl:17])=[CH:14][CH:15]=2)[CH:10]=[C:9]1Br)[C:2]1[CH:7]=[CH:6][CH:5]=[CH:4][CH:3]=1.C([Sn](CCCC)(CCCC)[C:24]1[S:28][CH:27]=[N:26][CH:25]=1)CCC. Product: [CH2:1]([N:8]1[C:16]2[C:11](=[N:12][C:13]([Cl:17])=[CH:14][CH:15]=2)[CH:10]=[C:9]1[C:24]1[S:28][CH:27]=[N:26][CH:25]=1)[C:2]1[CH:7]=[CH:6][CH:5]=[CH:4][CH:3]=1. The catalyst class is: 109. (9) Reactant: [CH:1]1([C:5]2[N:13]3[C:8]([C:9](=[O:14])[NH:10][CH:11]=[N:12]3)=[CH:7][N:6]=2)[CH2:4][CH2:3][CH2:2]1.[I:15]N1C(=O)CCC1=O. Product: [CH:1]1([C:5]2[N:13]3[C:8]([C:9](=[O:14])[NH:10][CH:11]=[N:12]3)=[C:7]([I:15])[N:6]=2)[CH2:2][CH2:3][CH2:4]1. The catalyst class is: 9.